Dataset: Drug-target binding data from BindingDB using Ki measurements. Task: Regression. Given a target protein amino acid sequence and a drug SMILES string, predict the binding affinity score between them. We predict pKi (pKi = -log10(Ki in M); higher means stronger inhibition). Dataset: bindingdb_ki. (1) The compound is O=C(Nc1ccc(Cl)c(C(F)(F)F)c1)[C@H]1CC=C[C@H]2CCN(Cc3ccccc3)C(=O)[C@@H]12. The target protein sequence is MDSPIQIFRGEPGPTCAPSACLPPNSSAWFPGWAEPDSNGSAGSEDAQLEPAHISPAIPVIITAVYSVVFVVGLVGNSLVMFVIIRYTKMKTATNIYIFNLALADALVTTTMPFQSTVYLMNSWPFGDVLCKIVISIDYYNMFTSIFTLTMMSVDRYIAVCHPVKALDFRTPLKAKIINICIWLLSSSVGISAIVLGGTKVREDVDVIECSLQFPDDDYSWWDLFMKICVFIFAFVIPVLIIIVCYTLMILRLKSVRLLSGSREKDRNLRRITRLVLVVVAVFVVCWTPIHIFILVEALGSTSHSTAALSSYYFCIALGFTNSSLNPILYAFLDENFKRCFRDFCFPLKMRMERQSTSRVRNTVQDPAYLRDIDGMNKPV. The pKi is 6.3. (2) The small molecule is O=c1cc(C2CCNCC2)s[nH]1. The target protein (Q16445) has sequence MASSLPWLCIILWLENALGKLEVEGNFYSENVSRILDNLLEGYDNRLRPGFGGAVTEVKTDIYVTSFGPVSDVEMEYTMDVFFRQTWTDERLKFGGPTEILSLNNLMVSKIWTPDTFFRNGKKSIAHNMTTPNKLFRIMQNGTILYTMRLTINADCPMRLVNFPMDGHACPLKFGSYAYPKSEIIYTWKKGPLYSVEVPEESSSLLQYDLIGQTVSSETIKSNTGEYVIMTVYFHLQRKMGYFMIQIYTPCIMTVILSQVSFWINKESVPARTVFGITTVLTMTTLSISARHSLPKVSYATAMDWFIAVCFAFVFSALIEFAAVNYFTNLQTQKAKRKAQFAAPPTVTISKATEPLEAEIVLHPDSKYHLKKRITSLSLPIVSSSEANKVLTRAPILQSTPVTPPPLSPAFGGTSKIDQYSRILFPVAFAGFNLVYWVVYLSKDTMEVSSSVE. The pKi is 5.8. (3) The small molecule is S=C(S)NCc1ccncc1. The target protein sequence is MRRCRNTPFAIVIAPILICASLVLAQDFGYEGRHGPEHWSEDYARCSGKHQSPINIDQVSAVEKKFPKLEFFNFKVVPDNLQMTNNGHTVLVKMSYNEDEIPSVRGGPLAEKTPLGYQFEQFHFHWGENDTIGSEDLINNRAYPAELHVVLRNLEYPDFASALDKDHGIAVMAFFFQVGDKSTGGYEGFTNLLSQIDRKGKSVNMTNPLPLGEYISKSVESYFSYTGSLTTPPCSEEVTWIDFTTPIDITEKQLNAFRLLTANDDHLKNNFRPIQPLNDRTLYKNYIEIPIHNMGSIPLVDAENAAGKWRAQAAAVLLPLVVLAALSRTSIFRGF. The pKi is 7.2. (4) The small molecule is C=CC[C@H](NC(=O)[C@H](Cc1ccccc1)NS(=O)(=O)N1CCOCC1)C(=O)N[C@@H](CC1CCCCC1)[C@@H](O)C(F)(F)C(=O)NC[C@@H](C)CC. The target protein (P0DJD9) has sequence MKWLLLLGLVALSECIMYKVPLIRKKSLRRTLSERGLLKDFLKKHNLNPARKYFPQWEAPTLVDEQPLENYLDMEYFGTIGIGTPAQDFTVVFDTGSSNLWVPSVYCSSLACTNHNRFNPEDSSTYQSTSETVSITYGTGSMTGILGYDTVQVGGISDTNQIFGLSETEPGSFLYYAPFDGILGLAYPSISSSGATPVFDNIWNQGLVSQDLFSVYLSADDKSGSVVIFGGIDSSYYTGSLNWVPVTVEGYWQITVDSITMNGETIACAEGCQAIVDTGTSLLTGPTSPIANIQSDIGASENSDGDMVVSCSAISSLPDIVFTINGVQYPVPPSAYILQSEGSCISGFQGMNVPTESGELWILGDVFIRQYFTVFDRANNQVGLAPVA. The pKi is 7.6. (5) The small molecule is CCC(=S)[PH](O)(O)O. The target protein (P26918) has sequence MMKGWMKCGLAGAVVLMASFWGGSVRAAGMSLTQVSGPVYVVEDNYYVQENSMVYFGAKGVTVVGATWTPDTARELHKLIKRVSRKPVLEVINTNYHTDRAGGNAYWKSIGAKVVSTRQTRDLMKSDWAEIVAFTRKGLPEYPDLPLVLPNVVHDGDFTLQEGKVRAFYAGPAHTPDGIFVYFPDEQVLYGNCILKEKLGNLSFADVKAYPQTLERLKAMKLPIKTVIGGHDSPLHGPELIDHYEALIKAAPQS. The pKi is 4.8. (6) The pKi is 5.5. The target is MLLARMKPQVQPELGGADQ. The drug is N[C@H]1CC[C@@H](c2ccc(Cl)c(Cl)c2)c2ccccc21. (7) The compound is CCC(=O)C(=O)[O-]. The target protein (P0A6L2) has sequence MFTGSIVAIVTPMDEKGNVCRASLKKLIDYHVASGTSAIVSVGTTGESATLNHDEHADVVMMTLDLADGRIPVIAGTGANATAEAISLTQRFNDSGIVGCLTVTPYYNRPSQEGLYQHFKAIAEHTDLPQILYNVPSRTGCDLLPETVGRLAKVKNIIGIKEATGNLTRVNQIKELVSDDFVLLSGDDASALDFMQLGGHGVISVTANVAARDMAQMCKLAAEGHFAEARVINQRLMPLHNKLFVEPNPIPVKWACKELGLVATDTLRLPMTPITDSGRETVRAALKHAGLL. The pKi is 3.1. (8) The drug is CCCCCCCCCCCCCCCC(=O)N[C@H]([C@H](O)c1ccccc1)[C@@H](O)C(F)(F)P(=O)(O)O. The target protein (O60906) has sequence MKPNFSLRLRIFNLNCWGIPYLSKHRADRMRRLGDFLNQESFDLALLEEVWSEQDFQYLRQKLSPTYPAAHHFRSGIIGSGLCVFSKHPIQELTQHIYTLNGYPYMIHHGDWFSGKAVGLLVLHLSGMVLNAYVTHLHAEYNRQKDIYLAHRVAQAWELAQFIHHTSKKADVVLLCGDLNMHPEDLGCCLLKEWTGLHDAYLETRDFKGSEEGNTMVPKNCYVSQQELKPFPFGVRIDYVLYKAVSGFYISCKSFETTTGFDPHRGTPLSDHEALMATLFVRHSPPQQNPSSTHGPAERSPLMCVLKEAWTELGLGMAQARWWATFASYVIGLGLLLLALLCVLAAGGGAGEAAILLWTPSVGLVLWAGAFYLFHVQEVNGLYRAQAELQHVLGRAREAQDLGPEPQPALLLGQQEGDRTKEQ. The pKi is 3.6. (9) The drug is Cc1cc2c(s1)=Nc1ccccc1NC=2N1CCN(C)CC1. The target protein (P08485) has sequence MNFTPVNGSSANQSVRLVTAAHNHLETVEMVFIATVTGSLSLVTVVGNILVMLSIKVNRQLQTVNNYFLFSLGCADLIIGAFSMNLYTLYIIKGYWPLGAVVCDLWLALDYVVSNASVMNLLIISFDRYFCVTKPLTYPARRTTKMAGLMIAAAWVLSFVLWAPAILFWQFVVGKRTVPDNQCFIQFLSNPAVTFGTAIAAFYLPVVIMTVLYIHISLASRSRVHKHRPEGPKEKKAKTLAFLKSPLMKPSIKKPPPGGASREELRNGKLEEAPPPALPPPPRPVPDKDTSNESSSGSATQNTKERPPTELSTAEATTPALPAPTLQPRTLNPASKWSKIQIVTKQTGNECVTAIEIVPATPAGMRPAANVARKFASIARNQVRKKRQMAARERKVTRTIFAILLAFILTWTPYNVMVLVNTFCQSCIPERVWSIGYWLCYVNSTINPACYALCNATFKKTFRHLLLCQYRNIGTAR. The pKi is 7.9. (10) The small molecule is CC(C)c1nc(CN(C)C(=O)N[C@H](C(=O)N[C@@H](Cc2ccccc2)C[C@H](O)[C@H](Cc2ccccc2)NC(=O)OCc2cncs2)C(C)C)cs1. The target protein sequence is PQVTLWKRPIVTIKIGGQLKEALLDTGADDTVLEEIDLPGRWKPKIIGGIGGFIKVKQYDQIPIEICGHKVISTVLVGPTPVNIIGRNLMTQLGCTLNF. The pKi is 6.5.